Dataset: Reaction yield outcomes from USPTO patents with 853,638 reactions. Task: Predict the reaction yield, written as a fraction of the theoretical maximum amount of product (1.0 means a 100% yield; for example, 0.34 means a 34% yield). (1) The reactants are [CH3:1][C:2]1([CH3:12])[C:10]2[C:5](=[CH:6][CH:7]=[CH:8][CH:9]=2)[C:4](=O)[CH2:3]1.[C:13]1([C@H:19]([CH2:21][OH:22])[NH2:20])[CH:18]=[CH:17][CH:16]=[CH:15][CH:14]=1.C(O)(=O)C.[BH4-].[Na+]. The yield is 0.740. The product is [CH3:1][C:2]1([CH3:12])[C:10]2[C:5](=[CH:6][CH:7]=[CH:8][CH:9]=2)[C@@H:4]([NH:20][C@H:19]([C:13]2[CH:18]=[CH:17][CH:16]=[CH:15][CH:14]=2)[CH2:21][OH:22])[CH2:3]1. The catalyst is C1(C)C=CC=CC=1.O.C1(C)C=CC(S(O)(=O)=O)=CC=1. (2) The reactants are [F:1][C:2]1[CH:7]=[CH:6][C:5]([C:8]2[CH:16]=[C:15]3[N:10]([C:11]([S:17][CH3:18])=[N:12][CH:13]=[CH:14]3)[N:9]=2)=[CH:4][CH:3]=1.O.[C:20](OC(=O)C)(=[O:22])[CH3:21]. The yield is 0.700. The catalyst is S(=O)(=O)(O)O. The product is [F:1][C:2]1[CH:3]=[CH:4][C:5]([C:8]2[C:16]([C:20](=[O:22])[CH3:21])=[C:15]3[N:10]([C:11]([S:17][CH3:18])=[N:12][CH:13]=[CH:14]3)[N:9]=2)=[CH:6][CH:7]=1. (3) The reactants are C([O:8][NH:9][C:10](=[O:28])[CH2:11][CH2:12][CH2:13][NH:14][C:15]([NH:17][CH2:18][C:19]1[CH:24]=[CH:23][C:22]([N:25]([CH3:27])[CH3:26])=[CH:21][CH:20]=1)=[O:16])C1C=CC=CC=1. The catalyst is CO.[Pd]. The product is [CH3:27][N:25]([CH3:26])[C:22]1[CH:21]=[CH:20][C:19]([CH2:18][NH:17][C:15](=[O:16])[NH:14][CH2:13][CH2:12][CH2:11][C:10]([NH:9][OH:8])=[O:28])=[CH:24][CH:23]=1. The yield is 0.920. (4) The reactants are [OH-].[K+].[CH3:3][C@@H:4]1[CH2:8][CH2:7][C:6](=O)[CH:5]1[C:10]([O:12]CC)=O.[NH2:15][C:16]([NH2:18])=[S:17]. The catalyst is O.C(O)C. The product is [SH:17][C:16]1[N:15]=[C:10]([OH:12])[C:5]2[C@H:4]([CH3:3])[CH2:8][CH2:7][C:6]=2[N:18]=1. The yield is 0.560.